From a dataset of Full USPTO retrosynthesis dataset with 1.9M reactions from patents (1976-2016). Predict the reactants needed to synthesize the given product. (1) Given the product [CH2:12]([O:14][C:15](=[O:24])[CH2:16][C:17]1[CH:22]=[CH:21][CH:20]=[C:19]([NH:23][C:6](=[O:8])[C:5]2[CH:9]=[CH:10][C:2]([Br:1])=[CH:3][C:4]=2[CH3:11])[CH:18]=1)[CH3:13], predict the reactants needed to synthesize it. The reactants are: [Br:1][C:2]1[CH:10]=[CH:9][C:5]([C:6]([OH:8])=O)=[C:4]([CH3:11])[CH:3]=1.[CH2:12]([O:14][C:15](=[O:24])[CH2:16][C:17]1[CH:22]=[CH:21][CH:20]=[C:19]([NH2:23])[CH:18]=1)[CH3:13]. (2) Given the product [O:30]([C:27]1[CH:26]=[CH:25][C:24]([C:19]2[C:20]([C:21]([NH2:23])=[O:22])=[C:16]3[NH:15][CH2:14][C:11]4([CH2:10][CH2:9][NH:8][CH2:13][CH2:12]4)[N:17]3[N:18]=2)=[CH:29][CH:28]=1)[C:31]1[CH:36]=[CH:35][CH:34]=[CH:33][CH:32]=1, predict the reactants needed to synthesize it. The reactants are: C([N:8]1[CH2:13][CH2:12][C:11]2([N:17]3[N:18]=[C:19]([C:24]4[CH:29]=[CH:28][C:27]([O:30][C:31]5[CH:36]=[CH:35][CH:34]=[CH:33][CH:32]=5)=[CH:26][CH:25]=4)[C:20]([C:21]([NH2:23])=[O:22])=[C:16]3[NH:15][CH2:14]2)[CH2:10][CH2:9]1)C1C=CC=CC=1. (3) The reactants are: [O:1]1[CH2:7][CH2:6][CH2:5][N:4]([CH2:8][C:9]#[N:10])[CH2:3][CH2:2]1. Given the product [O:1]1[CH2:7][CH2:6][CH2:5][N:4]([CH2:8][CH2:9][NH2:10])[CH2:3][CH2:2]1, predict the reactants needed to synthesize it.